Dataset: hERG Central: cardiac toxicity at 1µM, 10µM, and general inhibition. Task: Predict hERG channel inhibition at various concentrations. (1) The drug is Cc1sc2ncnc(N3CCN(C(=O)c4ccco4)CC3)c2c1C. Results: hERG_inhib (hERG inhibition (general)): blocker. (2) The drug is Cc1ccccc1N1CCN(C2CCCN(C(=O)c3cnsn3)C2)CC1. Results: hERG_inhib (hERG inhibition (general)): blocker. (3) The drug is Cc1ccc(CC(=O)N2CCN(S(=O)(=O)c3ccccc3)CC2)cc1C. Results: hERG_inhib (hERG inhibition (general)): blocker. (4) The molecule is Cc1ccc(F)cc1NC(=O)N1CCN(c2ccnc3cc(Cl)ccc23)CC1. Results: hERG_inhib (hERG inhibition (general)): blocker. (5) Results: hERG_inhib (hERG inhibition (general)): blocker. The drug is CCOc1ccccc1N(C(=O)c1snc(C(N)=O)c1N)C(C(=O)NC1CCCC1)c1ccco1. (6) The compound is CCCCCC1CC(CC(=O)Nc2ccc([N+](=O)[O-])cc2)C(=O)O1. Results: hERG_inhib (hERG inhibition (general)): blocker.